This data is from Catalyst prediction with 721,799 reactions and 888 catalyst types from USPTO. The task is: Predict which catalyst facilitates the given reaction. (1) Reactant: CON(C)[C:4]([C:6]1[C:15](=[O:16])[C:14]2[C:9](=[CH:10][CH:11]=[CH:12][CH:13]=2)[N:8]([CH2:17][C:18]2[CH:23]=[CH:22][CH:21]=[C:20]([Cl:24])[CH:19]=2)[CH:7]=1)=[O:5].[CH3:26][O:27][C:28]1[CH:33]=[CH:32][C:31]([Mg]Br)=[CH:30][CH:29]=1. Product: [Cl:24][C:20]1[CH:19]=[C:18]([CH:23]=[CH:22][CH:21]=1)[CH2:17][N:8]1[C:9]2[C:14](=[CH:13][CH:12]=[CH:11][CH:10]=2)[C:15](=[O:16])[C:6]([C:4](=[O:5])[C:31]2[CH:32]=[CH:33][C:28]([O:27][CH3:26])=[CH:29][CH:30]=2)=[CH:7]1. The catalyst class is: 1. (2) Product: [Br:18][C:15]1[CH:16]=[CH:17][C:12]([N:8]2[CH2:7][CH:6]([CH2:5][OH:4])[O:10][C:9]2=[O:11])=[N:13][CH:14]=1. Reactant: C([O:4][CH2:5][CH:6]1[O:10][C:9](=[O:11])[N:8]([C:12]2[CH:17]=[CH:16][C:15]([Br:18])=[CH:14][N:13]=2)[CH2:7]1)(=O)C.C(=O)([O-])[O-].[K+].[K+]. The catalyst class is: 24. (3) Reactant: CC1C=CC(S(O[CH2:12][C@H:13]2[CH2:18][CH2:17][C@H:16]([N:19]3[C:23]4=[C:24]5[S:30][CH:29]=[CH:28][C:25]5=[N:26][CH:27]=[C:22]4[N:21]=[C:20]3[C@H:31]([OH:33])[CH3:32])[CH2:15][O:14]2)(=O)=O)=CC=1.[N-:34]=[N+:35]=[N-:36].[Na+]. Product: [N:34]([CH2:12][C@@H:13]1[O:14][CH2:15][C@@H:16]([N:19]2[C:23]3=[C:24]4[S:30][CH:29]=[CH:28][C:25]4=[N:26][CH:27]=[C:22]3[N:21]=[C:20]2[C@H:31]([OH:33])[CH3:32])[CH2:17][CH2:18]1)=[N+:35]=[N-:36]. The catalyst class is: 121. (4) Reactant: [CH:1]12[NH:8][CH:5]([CH2:6][CH2:7]1)[CH2:4][CH:3]([C:9]1[N:13]=[C:12]([NH:14][C:15]3[C:20]([O:21][C:22]4[C:23]([CH3:28])=[N:24][CH:25]=[CH:26][CH:27]=4)=[CH:19][C:18]([C:29]([F:32])([F:31])[F:30])=[CH:17][N:16]=3)[S:11][N:10]=1)[CH2:2]2.C(N(CC)CC)C.[C:40](OC(=O)C)(=[O:42])[CH3:41].[ClH:47]. Product: [ClH:47].[CH3:28][C:23]1[C:22]([O:21][C:20]2[C:15]([NH:14][C:12]3[S:11][N:10]=[C:9]([CH:3]4[CH2:2][CH:1]5[N:8]([C:40](=[O:42])[CH3:41])[CH:5]([CH2:6][CH2:7]5)[CH2:4]4)[N:13]=3)=[N:16][CH:17]=[C:18]([C:29]([F:30])([F:31])[F:32])[CH:19]=2)=[CH:27][CH:26]=[CH:25][N:24]=1. The catalyst class is: 2. (5) Reactant: [CH:1]([N:4]1[C:8]([C:9]2[N:18]=[C:17]3[N:11]([CH2:12][CH2:13][O:14][C:15]4[CH:22]=[C:21]([O:23][C:24]([CH3:29])([CH3:28])[C:25]([OH:27])=O)[CH:20]=[CH:19][C:16]=43)[CH:10]=2)=[N:7][C:6]([CH3:30])=[N:5]1)([CH3:3])[CH3:2].CCN(C(C)C)C(C)C.[CH3:40][N:41]1[CH2:46][CH2:45][NH:44][CH2:43][CH2:42]1.C1C=CC2N(O)N=NC=2C=1.CCN=C=NCCCN(C)C. Product: [CH:1]([N:4]1[C:8]([C:9]2[N:18]=[C:17]3[C:16]4[CH:19]=[CH:20][C:21]([O:23][C:24]([CH3:29])([CH3:28])[C:25]([N:44]5[CH2:45][CH2:46][N:41]([CH3:40])[CH2:42][CH2:43]5)=[O:27])=[CH:22][C:15]=4[O:14][CH2:13][CH2:12][N:11]3[CH:10]=2)=[N:7][C:6]([CH3:30])=[N:5]1)([CH3:3])[CH3:2]. The catalyst class is: 3. (6) Reactant: [Cl:1][C:2]1[CH:3]=[C:4]([N:10]2[C@@H:15]([CH3:16])[CH2:14][N:13]([C:17]([NH:19][CH2:20][C:21]3[CH:30]=[CH:29][C:24]([C:25]([O:27]C)=[O:26])=[CH:23][CH:22]=3)=[O:18])[C@H:12]([CH3:31])[CH2:11]2)[CH:5]=[CH:6][C:7]=1[C:8]#[N:9].[OH-].[Na+]. Product: [Cl:1][C:2]1[CH:3]=[C:4]([N:10]2[C@@H:15]([CH3:16])[CH2:14][N:13]([C:17]([NH:19][CH2:20][C:21]3[CH:22]=[CH:23][C:24]([C:25]([OH:27])=[O:26])=[CH:29][CH:30]=3)=[O:18])[C@H:12]([CH3:31])[CH2:11]2)[CH:5]=[CH:6][C:7]=1[C:8]#[N:9]. The catalyst class is: 92.